This data is from NCI-60 drug combinations with 297,098 pairs across 59 cell lines. The task is: Regression. Given two drug SMILES strings and cell line genomic features, predict the synergy score measuring deviation from expected non-interaction effect. (1) Drug 1: C1CCC(C1)C(CC#N)N2C=C(C=N2)C3=C4C=CNC4=NC=N3. Drug 2: CC(C1=C(C=CC(=C1Cl)F)Cl)OC2=C(N=CC(=C2)C3=CN(N=C3)C4CCNCC4)N. Cell line: T-47D. Synergy scores: CSS=-1.85, Synergy_ZIP=4.40, Synergy_Bliss=4.84, Synergy_Loewe=-0.185, Synergy_HSA=-0.522. (2) Drug 1: CC=C1C(=O)NC(C(=O)OC2CC(=O)NC(C(=O)NC(CSSCCC=C2)C(=O)N1)C(C)C)C(C)C. Drug 2: CCC1(C2=C(COC1=O)C(=O)N3CC4=CC5=C(C=CC(=C5CN(C)C)O)N=C4C3=C2)O.Cl. Cell line: U251. Synergy scores: CSS=75.1, Synergy_ZIP=5.10, Synergy_Bliss=3.71, Synergy_Loewe=4.64, Synergy_HSA=6.25. (3) Drug 1: C1=CC=C(C(=C1)C(C2=CC=C(C=C2)Cl)C(Cl)Cl)Cl. Drug 2: CC1CCC2CC(C(=CC=CC=CC(CC(C(=O)C(C(C(=CC(C(=O)CC(OC(=O)C3CCCCN3C(=O)C(=O)C1(O2)O)C(C)CC4CCC(C(C4)OC)O)C)C)O)OC)C)C)C)OC. Cell line: HL-60(TB). Synergy scores: CSS=9.21, Synergy_ZIP=-3.48, Synergy_Bliss=0.778, Synergy_Loewe=4.37, Synergy_HSA=0.668. (4) Drug 1: CC(C1=C(C=CC(=C1Cl)F)Cl)OC2=C(N=CC(=C2)C3=CN(N=C3)C4CCNCC4)N. Drug 2: CC(C)NC(=O)C1=CC=C(C=C1)CNNC.Cl. Cell line: HOP-62. Synergy scores: CSS=-5.20, Synergy_ZIP=2.91, Synergy_Bliss=-0.160, Synergy_Loewe=-4.78, Synergy_HSA=-3.55. (5) Drug 1: CC12CCC(CC1=CCC3C2CCC4(C3CC=C4C5=CN=CC=C5)C)O. Drug 2: CN(CC1=CN=C2C(=N1)C(=NC(=N2)N)N)C3=CC=C(C=C3)C(=O)NC(CCC(=O)O)C(=O)O. Cell line: OVCAR-4. Synergy scores: CSS=24.5, Synergy_ZIP=-6.58, Synergy_Bliss=-8.93, Synergy_Loewe=-22.7, Synergy_HSA=-5.86. (6) Drug 1: C(=O)(N)NO. Drug 2: CN1C2=C(C=C(C=C2)N(CCCl)CCCl)N=C1CCCC(=O)O.Cl. Cell line: OVCAR3. Synergy scores: CSS=4.40, Synergy_ZIP=-0.531, Synergy_Bliss=3.37, Synergy_Loewe=0.169, Synergy_HSA=1.57. (7) Drug 1: COC1=NC(=NC2=C1N=CN2C3C(C(C(O3)CO)O)O)N. Cell line: UACC-257. Synergy scores: CSS=28.6, Synergy_ZIP=-3.77, Synergy_Bliss=-3.55, Synergy_Loewe=-12.1, Synergy_HSA=-0.394. Drug 2: CC1C(C(CC(O1)OC2CC(CC3=C2C(=C4C(=C3O)C(=O)C5=C(C4=O)C(=CC=C5)OC)O)(C(=O)CO)O)N)O.Cl. (8) Drug 1: CC1C(C(CC(O1)OC2CC(CC3=C2C(=C4C(=C3O)C(=O)C5=C(C4=O)C(=CC=C5)OC)O)(C(=O)CO)O)N)O.Cl. Drug 2: C1=NNC2=C1C(=O)NC=N2. Cell line: T-47D. Synergy scores: CSS=0.792, Synergy_ZIP=-0.252, Synergy_Bliss=-0.317, Synergy_Loewe=-3.00, Synergy_HSA=-1.71. (9) Drug 1: CCCS(=O)(=O)NC1=C(C(=C(C=C1)F)C(=O)C2=CNC3=C2C=C(C=N3)C4=CC=C(C=C4)Cl)F. Drug 2: CC1C(C(CC(O1)OC2CC(CC3=C2C(=C4C(=C3O)C(=O)C5=C(C4=O)C(=CC=C5)OC)O)(C(=O)C)O)N)O.Cl. Cell line: SF-268. Synergy scores: CSS=41.0, Synergy_ZIP=4.94, Synergy_Bliss=10.1, Synergy_Loewe=-16.3, Synergy_HSA=6.39. (10) Synergy scores: CSS=33.8, Synergy_ZIP=4.80, Synergy_Bliss=3.33, Synergy_Loewe=-20.5, Synergy_HSA=-0.496. Cell line: U251. Drug 1: C1=CC(=CC=C1CCC2=CNC3=C2C(=O)NC(=N3)N)C(=O)NC(CCC(=O)O)C(=O)O. Drug 2: CC1=C(C(CCC1)(C)C)C=CC(=CC=CC(=CC(=O)O)C)C.